Dataset: Full USPTO retrosynthesis dataset with 1.9M reactions from patents (1976-2016). Task: Predict the reactants needed to synthesize the given product. (1) Given the product [C:1]([O:5][C:6]([N:8]1[CH2:9][CH2:10][CH:11]([CH2:14][O:15][CH2:16][CH:17]([NH:25][C:35]([C:32]2[CH:33]=[C:34]3[C:29]([CH:28]=[CH:27][NH:26]3)=[CH:30][CH:31]=2)=[O:36])[C:18]2[CH:23]=[CH:22][CH:21]=[CH:20][C:19]=2[Cl:24])[CH2:12][CH2:13]1)=[O:7])([CH3:4])([CH3:2])[CH3:3], predict the reactants needed to synthesize it. The reactants are: [C:1]([O:5][C:6]([N:8]1[CH2:13][CH2:12][CH:11]([CH2:14][O:15][CH2:16][CH:17]([NH2:25])[C:18]2[CH:23]=[CH:22][CH:21]=[CH:20][C:19]=2[Cl:24])[CH2:10][CH2:9]1)=[O:7])([CH3:4])([CH3:3])[CH3:2].[NH:26]1[C:34]2[C:29](=[CH:30][CH:31]=[C:32]([C:35](O)=[O:36])[CH:33]=2)[CH:28]=[CH:27]1. (2) The reactants are: [Cl:1][C:2]1[N:7]=[C:6]([C:8]2[NH:9][C:10]3[C:15]([CH:16]=2)=[C:14]([F:17])[CH:13]=[CH:12][CH:11]=3)[C:5]([CH2:18][CH:19]([OH:22])[CH2:20][OH:21])=[CH:4][CH:3]=1.[CH3:23][S:24](Cl)(=[O:26])=[O:25].O. Given the product [CH3:23][S:24]([O:21][CH2:20][CH:19]([OH:22])[CH2:18][C:5]1[C:6]([C:8]2[NH:9][C:10]3[C:15]([CH:16]=2)=[C:14]([F:17])[CH:13]=[CH:12][CH:11]=3)=[N:7][C:2]([Cl:1])=[CH:3][CH:4]=1)(=[O:26])=[O:25], predict the reactants needed to synthesize it. (3) The reactants are: B(Br)(Br)Br.C[O:6][C:7]1[CH:8]=[C:9]([CH:15]=[CH:16][C:17]2[O:21][N:20]=[C:19]([CH2:22][CH:23]3[CH2:28][CH2:27][N:26]([CH:29]([CH3:31])[CH3:30])[CH2:25][CH2:24]3)[N:18]=2)[CH:10]=[CH:11][C:12]=1[O:13]C. Given the product [CH:29]([N:26]1[CH2:27][CH2:28][CH:23]([CH2:22][C:19]2[N:18]=[C:17]([CH:16]=[CH:15][C:9]3[CH:8]=[C:7]([OH:6])[C:12]([OH:13])=[CH:11][CH:10]=3)[O:21][N:20]=2)[CH2:24][CH2:25]1)([CH3:31])[CH3:30], predict the reactants needed to synthesize it.